The task is: Predict which catalyst facilitates the given reaction.. This data is from Catalyst prediction with 721,799 reactions and 888 catalyst types from USPTO. (1) Reactant: [O:1]1[C:5]([C:6]2[CH:11]=[CH:10][C:9]([NH:12][C:13]3[N:14]=[C:15]([N:23]([C:27]4[CH:32]=[CH:31][CH:30]=[CH:29][CH:28]=4)[CH2:24][CH2:25][OH:26])[C:16]4[CH2:22][NH:21][CH2:20][CH2:19][C:17]=4[N:18]=3)=[CH:8][CH:7]=2)=[CH:4][N:3]=[CH:2]1.C(N(CC)CC)C.[C:40](Cl)(=[O:44])[O:41][CH2:42][CH3:43]. Product: [OH:26][CH2:25][CH2:24][N:23]([C:27]1[CH:28]=[CH:29][CH:30]=[CH:31][CH:32]=1)[C:15]1[C:16]2[CH2:22][N:21]([C:40]([O:41][CH2:42][CH3:43])=[O:44])[CH2:20][CH2:19][C:17]=2[N:18]=[C:13]([NH:12][C:9]2[CH:10]=[CH:11][C:6]([C:5]3[O:1][CH:2]=[N:3][CH:4]=3)=[CH:7][CH:8]=2)[N:14]=1. The catalyst class is: 138. (2) Reactant: [NH2:1][C:2]1[CH:3]=[CH:4][C:5]([CH3:15])=[C:6]([NH:8][S:9]([CH2:12][CH2:13][CH3:14])(=[O:11])=[O:10])[CH:7]=1.Cl[C:17]1[CH:22]=[C:21]([C:23]2[CH:28]=[CH:27][CH:26]=[C:25]([N+:29]([O-:31])=[O:30])[CH:24]=2)[N:20]=[CH:19][N:18]=1.C([O-])(O)=O.[Na+]. Product: [CH3:15][C:5]1[CH:4]=[CH:3][C:2]([NH:1][C:17]2[CH:22]=[C:21]([C:23]3[CH:28]=[CH:27][CH:26]=[C:25]([N+:29]([O-:31])=[O:30])[CH:24]=3)[N:20]=[CH:19][N:18]=2)=[CH:7][C:6]=1[NH:8][S:9]([CH2:12][CH2:13][CH3:14])(=[O:11])=[O:10]. The catalyst class is: 18. (3) Reactant: [CH3:1][O-:2].[Na+].[CH:4]([S:6]([N:9]1[CH2:14][CH2:13][N:12]([C:15]2[CH:36]=[CH:35][C:18]([NH:19][C:20]3[N:25]=[C:24]([C:26]4[N:30]([CH:31]([CH3:33])[CH3:32])[C:29]([CH3:34])=[N:28][CH:27]=4)[CH:23]=[CH:22][N:21]=3)=[CH:17][CH:16]=2)[CH2:11][CH2:10]1)(=[O:8])=[O:7])=[CH2:5]. Product: [CH3:1][O:2][CH2:5][CH2:4][S:6]([N:9]1[CH2:14][CH2:13][N:12]([C:15]2[CH:36]=[CH:35][C:18]([NH:19][C:20]3[N:25]=[C:24]([C:26]4[N:30]([CH:31]([CH3:32])[CH3:33])[C:29]([CH3:34])=[N:28][CH:27]=4)[CH:23]=[CH:22][N:21]=3)=[CH:17][CH:16]=2)[CH2:11][CH2:10]1)(=[O:7])=[O:8]. The catalyst class is: 5. (4) Product: [N+:28]([C:25]1[CH:26]=[CH:27][C:22]([CH2:21][CH2:20][C:19]2[C:3]3[C:4](=[O:18])[N:5]([C:12]4[CH:17]=[CH:16][CH:15]=[CH:14][CH:13]=4)[C:6]4[N:7]=[CH:8][CH:9]=[CH:10][C:11]=4[C:2]=3[NH:34][N:33]=2)=[CH:23][CH:24]=1)([O-:30])=[O:29]. The catalyst class is: 3. Reactant: O[C:2]1[C:11]2[C:6](=[N:7][CH:8]=[CH:9][CH:10]=2)[N:5]([C:12]2[CH:17]=[CH:16][CH:15]=[CH:14][CH:13]=2)[C:4](=[O:18])[C:3]=1[C:19](=O)[CH2:20][CH2:21][C:22]1[CH:27]=[CH:26][C:25]([N+:28]([O-:30])=[O:29])=[CH:24][CH:23]=1.O.[NH2:33][NH2:34]. (5) Reactant: C([O-])([O-])=O.[Na+].[Na+].[C:7]([O:11][C:12]([N:14]1[CH2:19][CH2:18][CH:17]([C:20]2[O:21][C:22]3[CH:28]=[CH:27][C:26](Br)=[CH:25][C:23]=3[CH:24]=2)[CH2:16][CH2:15]1)=[O:13])([CH3:10])([CH3:9])[CH3:8].[CH3:30][S:31]([C:34]1[CH:39]=[CH:38][C:37](B(O)O)=[CH:36][CH:35]=1)(=[O:33])=[O:32]. Product: [C:7]([O:11][C:12]([N:14]1[CH2:19][CH2:18][CH:17]([C:20]2[O:21][C:22]3[CH:28]=[CH:27][C:26]([C:37]4[CH:38]=[CH:39][C:34]([S:31]([CH3:30])(=[O:33])=[O:32])=[CH:35][CH:36]=4)=[CH:25][C:23]=3[CH:24]=2)[CH2:16][CH2:15]1)=[O:13])([CH3:10])([CH3:9])[CH3:8]. The catalyst class is: 38. (6) Reactant: [CH2:1]([O:8][C:9]([C@H:11]1[CH2:14][C@@H:13]([OH:15])[CH2:12]1)=[O:10])[C:2]1[CH:7]=[CH:6][CH:5]=[CH:4][CH:3]=1.C(N(CC)CC)C.[CH3:23][S:24](Cl)(=[O:26])=[O:25]. Product: [CH2:1]([O:8][C:9]([C@H:11]1[CH2:14][C@@H:13]([O:15][S:24]([CH3:23])(=[O:26])=[O:25])[CH2:12]1)=[O:10])[C:2]1[CH:7]=[CH:6][CH:5]=[CH:4][CH:3]=1. The catalyst class is: 4. (7) Reactant: [CH3:1][O:2][C:3](=[O:7])[C:4](Cl)=[O:5].[Br:8][C:9]1[C:18]2[C:13](=[CH:14][CH:15]=[CH:16][CH:17]=2)[CH:12]=[CH:11][CH:10]=1.O. Product: [CH3:1][O:2][C:3](=[O:7])[C:4]([C:12]1[C:13]2[C:18](=[CH:17][CH:16]=[CH:15][CH:14]=2)[C:9]([Br:8])=[CH:10][CH:11]=1)=[O:5]. The catalyst class is: 2. (8) The catalyst class is: 10. Product: [CH2:1]([C:8]1[S:12][C:11]([NH:13][C:35](=[O:36])[CH2:34][CH2:33][C:32]([C:25]2[CH:26]=[CH:27][C:28]([O:29][CH2:30][CH3:31])=[C:23]([O:22][CH2:20][CH3:21])[CH:24]=2)=[O:38])=[CH:10][C:9]=1[C:14]1[CH:19]=[CH:18][CH:17]=[CH:16][CH:15]=1)[C:2]1[CH:3]=[CH:4][CH:5]=[CH:6][CH:7]=1. Reactant: [CH2:1]([C:8]1[S:12][C:11]([NH2:13])=[CH:10][C:9]=1[C:14]1[CH:19]=[CH:18][CH:17]=[CH:16][CH:15]=1)[C:2]1[CH:7]=[CH:6][CH:5]=[CH:4][CH:3]=1.[CH2:20]([O:22][C:23]1[CH:24]=[C:25]([C:32](=[O:38])[CH2:33][CH2:34][C:35](O)=[O:36])[CH:26]=[CH:27][C:28]=1[O:29][CH2:30][CH3:31])[CH3:21].C1C=CC2N(O)N=NC=2C=1.CCN=C=NCCCN(C)C. (9) Reactant: [OH:1][CH2:2][CH2:3][N:4]([CH2:12][C:13]([N:15]1[CH2:20][CH2:19][S:18][C:17]2[CH:21]=[CH:22][C:23]([N+:25]([O-:27])=[O:26])=[CH:24][C:16]1=2)=O)[C:5](=[O:11])[O:6][C:7]([CH3:10])([CH3:9])[CH3:8].B.O1CCCC1. Product: [OH:1][CH2:2][CH2:3][N:4]([CH2:12][CH2:13][N:15]1[CH2:20][CH2:19][S:18][C:17]2[CH:21]=[CH:22][C:23]([N+:25]([O-:27])=[O:26])=[CH:24][C:16]1=2)[C:5](=[O:11])[O:6][C:7]([CH3:9])([CH3:10])[CH3:8]. The catalyst class is: 54. (10) The catalyst class is: 46. Product: [CH:8]([O:12][C:13]([N:15]1[CH2:16][CH2:17][CH:18]([N:21]2[C:25]3=[N:26][CH:27]=[N:28][C:29]([O:30][C:31]4[C:32]([CH3:37])=[N:33][CH:34]=[CH:35][CH:36]=4)=[C:24]3[CH:23]=[N:22]2)[CH2:19][CH2:20]1)=[O:14])([CH3:10])[CH3:9]. Reactant: FC(F)(F)C(O)=O.[C:8]([O:12][C:13]([N:15]1[CH2:20][CH2:19][CH:18]([N:21]2[C:25]3=[N:26][CH:27]=[N:28][C:29]([O:30][C:31]4[C:32]([CH3:37])=[N:33][CH:34]=[CH:35][CH:36]=4)=[C:24]3[CH:23]=[N:22]2)[CH2:17][CH2:16]1)=[O:14])(C)([CH3:10])[CH3:9].ClC(OC(C)C)=O.C1(C)C=CC=CC=1.C(N(CC)CC)C.